From a dataset of Reaction yield outcomes from USPTO patents with 853,638 reactions. Predict the reaction yield, written as a fraction of the theoretical maximum amount of product (1.0 means a 100% yield; for example, 0.34 means a 34% yield). (1) The reactants are [Br:1][C:2]1[CH:7]=[CH:6][C:5]([S:8]([NH:11][C:12]([CH3:15])([CH3:14])[CH3:13])(=[O:10])=[O:9])=[CH:4][CH:3]=1.C(=O)([O-])[O-].[K+].[K+].FC(F)(F)S(O[CH2:28][C:29]([F:32])([F:31])[F:30])(=O)=O.O. The catalyst is CN(C=O)C. The product is [Br:1][C:2]1[CH:3]=[CH:4][C:5]([S:8]([N:11]([C:12]([CH3:15])([CH3:14])[CH3:13])[CH2:28][C:29]([F:32])([F:31])[F:30])(=[O:10])=[O:9])=[CH:6][CH:7]=1. The yield is 0.950. (2) The reactants are N([O-])=O.[Na+].Cl.N[C:7]1[C:8]([Cl:18])=[C:9]([C:13]([Cl:17])=[CH:14][C:15]=1[Br:16])[C:10]([OH:12])=[O:11].[PH2](O)=O. No catalyst specified. The product is [Br:16][C:15]1[CH:7]=[C:8]([Cl:18])[C:9]([C:10]([OH:12])=[O:11])=[C:13]([Cl:17])[CH:14]=1. The yield is 0.420. (3) The reactants are CB1N2CCC[C@H]2C(C2C=CC=CC=2)(C2C=CC=CC=2)O1.[C:22]([C:25]1[C:26]([O:45][CH2:46][CH3:47])=[C:27]([CH:34]2[CH2:37][N:36]([C:38]([O:40][C:41]([CH3:44])([CH3:43])[CH3:42])=[O:39])[CH2:35]2)[C:28]([C:32]#[N:33])=[C:29]([Cl:31])[CH:30]=1)(=[O:24])[CH3:23]. The catalyst is O1CCCC1. The product is [Cl:31][C:29]1[C:28]([C:32]#[N:33])=[C:27]([CH:34]2[CH2:35][N:36]([C:38]([O:40][C:41]([CH3:44])([CH3:43])[CH3:42])=[O:39])[CH2:37]2)[C:26]([O:45][CH2:46][CH3:47])=[C:25]([CH:22]([OH:24])[CH3:23])[CH:30]=1. The yield is 0.780. (4) The reactants are [N:1]([C@H:4]([C:20]1[CH:25]=[CH:24][C:23]([O:26][CH3:27])=[C:22]([CH3:28])[CH:21]=1)[C:5]([N:7]1[C@H:11]([CH2:12][C:13]2[CH:18]=[CH:17][CH:16]=[CH:15][CH:14]=2)[CH2:10][O:9][C:8]1=[O:19])=[O:6])=[N+]=[N-].[C:29](O[C:29]([O:31][C:32]([CH3:35])([CH3:34])[CH3:33])=[O:30])([O:31][C:32]([CH3:35])([CH3:34])[CH3:33])=[O:30]. The catalyst is C(OCC)(=O)C.[Pd]. The product is [C:32]([O:31][C:29](=[O:30])[NH:1][C@H:4]([C:20]1[CH:25]=[CH:24][C:23]([O:26][CH3:27])=[C:22]([CH3:28])[CH:21]=1)[C:5]([N:7]1[C@H:11]([CH2:12][C:13]2[CH:18]=[CH:17][CH:16]=[CH:15][CH:14]=2)[CH2:10][O:9][C:8]1=[O:19])=[O:6])([CH3:35])([CH3:34])[CH3:33]. The yield is 0.630. (5) The reactants are C(O[K])(C)(C)C.[C:7]([O:11][C:12]([N:14]1[CH2:19][CH2:18][CH:17]([OH:20])[CH:16]([C:21]([F:24])([F:23])[F:22])[CH2:15]1)=[O:13])([CH3:10])([CH3:9])[CH3:8].F[C:26]1[CH:33]=[CH:32][CH:31]=[CH:30][C:27]=1[CH:28]=[O:29]. The catalyst is O1CCOCC1.O. The product is [C:7]([O:11][C:12]([N:14]1[CH2:19][CH2:18][CH:17]([O:20][C:26]2[CH:33]=[CH:32][CH:31]=[CH:30][C:27]=2[CH:28]=[O:29])[CH:16]([C:21]([F:24])([F:22])[F:23])[CH2:15]1)=[O:13])([CH3:10])([CH3:8])[CH3:9]. The yield is 0.600. (6) The reactants are [Br:1][C:2]1[CH:3]=[C:4]([CH2:8][C:9]#[N:10])[CH:5]=[CH:6][CH:7]=1.[H-].[Na+].[CH3:13]I. The catalyst is O1CCCC1.C(OCC)(=O)C. The product is [Br:1][C:2]1[CH:3]=[C:4]([CH:8]([CH3:13])[C:9]#[N:10])[CH:5]=[CH:6][CH:7]=1. The yield is 0.550. (7) The reactants are [CH:1]1([N:4]2[CH2:9][CH2:8][N:7]([C:10]3[S:11][C:12]4[CH:18]=[C:17]([NH:19]C(=O)C)[CH:16]=[CH:15][C:13]=4[N:14]=3)[CH2:6][CH2:5]2)[CH2:3][CH2:2]1.Cl.[OH-].[Na+]. The catalyst is CCO. The product is [CH:1]1([N:4]2[CH2:5][CH2:6][N:7]([C:10]3[S:11][C:12]4[CH:18]=[C:17]([NH2:19])[CH:16]=[CH:15][C:13]=4[N:14]=3)[CH2:8][CH2:9]2)[CH2:3][CH2:2]1. The yield is 0.870.